The task is: Predict the product of the given reaction.. This data is from Forward reaction prediction with 1.9M reactions from USPTO patents (1976-2016). (1) Given the reactants [F:1][C:2]1([F:28])[CH2:7][CH2:6][N:5]([C:8]([NH:10]C(=O)OCC2C3C=CC=CC=3C3C2=CC=CC=3)=[S:9])[CH2:4][CH2:3]1.N1CCCCC1, predict the reaction product. The product is: [F:28][C:2]1([F:1])[CH2:3][CH2:4][N:5]([C:8](=[S:9])[NH2:10])[CH2:6][CH2:7]1. (2) The product is: [OH:4][CH2:3][C@@H:2]([NH:1][C:10](=[O:9])[O:12][C:13]([CH3:16])([CH3:15])[CH3:14])[CH2:5][CH:6]([CH3:8])[CH3:7]. Given the reactants [NH2:1][C@@H:2]([CH2:5][CH:6]([CH3:8])[CH3:7])[CH2:3][OH:4].[O:9](C(OC(C)(C)C)=O)[C:10]([O:12][C:13]([CH3:16])([CH3:15])[CH3:14])=O, predict the reaction product.